Dataset: Catalyst prediction with 721,799 reactions and 888 catalyst types from USPTO. Task: Predict which catalyst facilitates the given reaction. (1) Reactant: [CH:1]1([C:4]2[N:9]=[CH:8][C:7]([NH2:10])=[CH:6][N:5]=2)[CH2:3][CH2:2]1.[CH3:11][C:12]1[C:16]([CH2:17][O:18][C:19]2[CH:24]=[CH:23][C:22]([S:25](Cl)(=[O:27])=[O:26])=[CH:21][CH:20]=2)=[C:15]([CH3:29])[O:14][N:13]=1. Product: [CH:1]1([C:4]2[N:9]=[CH:8][C:7]([NH:10][S:25]([C:22]3[CH:21]=[CH:20][C:19]([O:18][CH2:17][C:16]4[C:12]([CH3:11])=[N:13][O:14][C:15]=4[CH3:29])=[CH:24][CH:23]=3)(=[O:26])=[O:27])=[CH:6][N:5]=2)[CH2:3][CH2:2]1. The catalyst class is: 17. (2) Reactant: [Cl:1][C:2]1[CH:7]=[CH:6][C:5]([C:8]2[N:9]([CH2:14][C@H:15]([OH:20])[C:16]([F:19])([F:18])[F:17])[C:10](=[O:13])[NH:11][N:12]=2)=[CH:4][CH:3]=1.C(=O)([O-])[O-].[Cs+].[Cs+].Cl[CH2:28][C:29]1[O:30][C:31]([C:34]2[CH:39]=[CH:38][CH:37]=[CH:36][C:35]=2[Cl:40])=[N:32][N:33]=1.O. Product: [Cl:1][C:2]1[CH:7]=[CH:6][C:5]([C:8]2[N:9]([CH2:14][C@H:15]([OH:20])[C:16]([F:18])([F:19])[F:17])[C:10](=[O:13])[N:11]([CH2:28][C:29]3[O:30][C:31]([C:34]4[CH:39]=[CH:38][CH:37]=[CH:36][C:35]=4[Cl:40])=[N:32][N:33]=3)[N:12]=2)=[CH:4][CH:3]=1. The catalyst class is: 10. (3) Reactant: [F:1][C:2]([F:13])([F:12])[C:3]1[CH:7]=[C:6]([C:8]([F:11])([F:10])[F:9])[NH:5][N:4]=1.C([O-])([O-])=O.[K+].[K+].Cl[CH2:21][C:22]([N:24]1[CH2:29][CH2:28][N:27]([C:30]2[CH:35]=[CH:34][C:33]([F:36])=[CH:32][CH:31]=2)[CH2:26][CH2:25]1)=[O:23].CN(C=O)C. Product: [F:11][C:8]([F:9])([F:10])[C:6]1[CH:7]=[C:3]([C:2]([F:1])([F:12])[F:13])[N:4]([CH2:21][C:22]([N:24]2[CH2:25][CH2:26][N:27]([C:30]3[CH:35]=[CH:34][C:33]([F:36])=[CH:32][CH:31]=3)[CH2:28][CH2:29]2)=[O:23])[N:5]=1. The catalyst class is: 195. (4) Reactant: I[C:2]1[CH:7]=[CH:6][CH:5]=[C:4]([O:8][CH3:9])[C:3]=1[NH:10][C:11](=[O:17])[O:12][C:13]([CH3:16])([CH3:15])[CH3:14].[C:18]([Si:20]([CH3:23])([CH3:22])[CH3:21])#[CH:19].C(N(CC)CC)C. Product: [CH3:9][O:8][C:4]1[CH:5]=[CH:6][CH:7]=[C:2]([C:19]#[C:18][Si:20]([CH3:23])([CH3:22])[CH3:21])[C:3]=1[NH:10][C:11](=[O:17])[O:12][C:13]([CH3:16])([CH3:15])[CH3:14]. The catalyst class is: 700. (5) Reactant: C([O:3][C:4](=[O:35])[CH2:5][C@@H:6]([C:10]1[CH:15]=[CH:14][C:13]([O:16][CH2:17][C:18]2[CH:19]=[CH:20][C:21]3[N:22]([N:24]=[C:25]([C:27]4[CH:32]=[CH:31][C:30]([C:33]#[N:34])=[CH:29][CH:28]=4)[N:26]=3)[CH:23]=2)=[CH:12][CH:11]=1)[C:7]#[C:8][CH3:9])C. Product: [C:33]([C:30]1[CH:29]=[CH:28][C:27]([C:25]2[N:26]=[C:21]3[CH:20]=[CH:19][C:18]([CH2:17][O:16][C:13]4[CH:14]=[CH:15][C:10]([C@@H:6]([C:7]#[C:8][CH3:9])[CH2:5][C:4]([OH:35])=[O:3])=[CH:11][CH:12]=4)=[CH:23][N:22]3[N:24]=2)=[CH:32][CH:31]=1)#[N:34]. The catalyst class is: 1. (6) The catalyst class is: 14. Product: [NH2:24][C:22]1[N:23]=[C:16]([CH3:17])[C:12]2[C:13](=[O:15])[CH2:14][CH:9]([C:3]3[CH:4]=[CH:5][C:6]([F:8])=[CH:7][C:2]=3[Br:1])[CH2:10][C:11]=2[N:21]=1. Reactant: [Br:1][C:2]1[CH:7]=[C:6]([F:8])[CH:5]=[CH:4][C:3]=1[CH:9]1[CH2:14][C:13](=[O:15])[C:12](=[C:16](O)[CH3:17])[C:11](=O)[CH2:10]1.Cl.[NH2:21][C:22]([NH2:24])=[NH:23].CNC. (7) Reactant: [CH2:1]([OH:4])[CH2:2][OH:3].[C:5]([OH:22])(=O)[CH2:6][CH2:7][CH2:8][CH2:9][CH2:10][CH2:11][CH2:12][CH2:13][CH2:14][CH2:15][CH2:16][CH2:17][CH2:18][CH2:19][CH3:20].[C:23]([O-:28])(=O)[C:24]([O-])=O.[Sn+2]. Product: [C:23]([O:3][CH2:2][CH2:1][O:4][C:5](=[O:22])[CH2:6][CH2:7][CH2:8][CH2:9][CH2:10][CH2:11][CH2:12][CH2:13][CH2:14][CH2:15][CH2:16][CH2:17][CH2:18][CH2:19][CH3:20])(=[O:28])[CH2:24][CH2:18][CH2:17][CH2:16][CH2:15][CH2:14][CH2:13][CH2:12][CH2:11][CH2:10][CH2:9][CH2:8][CH2:7][CH2:6][CH3:5]. The catalyst class is: 6. (8) The catalyst class is: 91. Reactant: COC1C=CC([C:9]2[S:13][C:12]3[CH:14]=[CH:15][CH:16]=[C:17](OC)[C:11]=3[CH:10]=2)=CC=1.FC1C=C(C=C(F)C=1F)C(Cl)=O.[Al+3].[Cl-].[Cl-].[Cl-].O. Product: [S:13]1[CH:9]=[CH:10][C:11]2[CH:17]=[CH:16][CH:15]=[CH:14][C:12]1=2.